This data is from Catalyst prediction with 721,799 reactions and 888 catalyst types from USPTO. The task is: Predict which catalyst facilitates the given reaction. (1) Reactant: F[C:2]1[CH:7]=[CH:6][C:5]([N+:8]([O-:10])=[O:9])=[CH:4][CH:3]=1.[N:11]1([C:17](=[O:19])[CH3:18])[CH2:16][CH2:15][NH:14][CH2:13][CH2:12]1.C([O-])([O-])=O.[K+].[K+].O. Product: [N+:8]([C:5]1[CH:6]=[CH:7][C:2]([N:14]2[CH2:15][CH2:16][N:11]([C:17](=[O:19])[CH3:18])[CH2:12][CH2:13]2)=[CH:3][CH:4]=1)([O-:10])=[O:9]. The catalyst class is: 16. (2) Reactant: [OH:1][C:2]1[CH:7]=[CH:6][C:5]([S:8][CH2:9][CH2:10][CH2:11][C:12]([N:14]([CH3:25])[CH2:15][C:16]2[CH:21]=[CH:20][CH:19]=[CH:18][C:17]=2[N+:22]([O-])=O)=[O:13])=[CH:4][CH:3]=1.O.C(OCC)(=O)C. Product: [NH2:22][C:17]1[CH:18]=[CH:19][CH:20]=[CH:21][C:16]=1[CH2:15][N:14]([CH3:25])[C:12](=[O:13])[CH2:11][CH2:10][CH2:9][S:8][C:5]1[CH:6]=[CH:7][C:2]([OH:1])=[CH:3][CH:4]=1. The catalyst class is: 180.